Dataset: Forward reaction prediction with 1.9M reactions from USPTO patents (1976-2016). Task: Predict the product of the given reaction. (1) The product is: [CH2:1]([O:8][C:9]1[C:14]([C:22]#[N:23])=[CH:13][CH:12]=[CH:11][C:10]=1[CH2:16][C:17]([O:19][CH3:20])=[O:18])[C:2]1[CH:7]=[CH:6][CH:5]=[CH:4][CH:3]=1. Given the reactants [CH2:1]([O:8][C:9]1[C:14](Br)=[CH:13][CH:12]=[CH:11][C:10]=1[CH2:16][C:17]([O:19][CH3:20])=[O:18])[C:2]1[CH:7]=[CH:6][CH:5]=[CH:4][CH:3]=1.[Cu][C:22]#[N:23].Cl, predict the reaction product. (2) Given the reactants [Br:1][C:2]1[CH:10]=[C:9]2[C:5]([C:6]([CH:11]=[O:12])=[CH:7][NH:8]2)=[CH:4][CH:3]=1.[C:13]([O:17][C:18](Cl)=[O:19])([CH3:16])([CH3:15])[CH3:14].C(N(CC)CC)C, predict the reaction product. The product is: [C:13]([O:17][C:18]([N:8]1[C:9]2[C:5](=[CH:4][CH:3]=[C:2]([Br:1])[CH:10]=2)[C:6]([CH:11]=[O:12])=[CH:7]1)=[O:19])([CH3:16])([CH3:15])[CH3:14].